This data is from NCI-60 drug combinations with 297,098 pairs across 59 cell lines. The task is: Regression. Given two drug SMILES strings and cell line genomic features, predict the synergy score measuring deviation from expected non-interaction effect. (1) Drug 1: CC1=C(C(=O)C2=C(C1=O)N3CC4C(C3(C2COC(=O)N)OC)N4)N. Drug 2: CCC1(C2=C(COC1=O)C(=O)N3CC4=CC5=C(C=CC(=C5CN(C)C)O)N=C4C3=C2)O.Cl. Cell line: RXF 393. Synergy scores: CSS=-6.64, Synergy_ZIP=1.93, Synergy_Bliss=1.07, Synergy_Loewe=-11.1, Synergy_HSA=-7.88. (2) Synergy scores: CSS=13.8, Synergy_ZIP=-5.56, Synergy_Bliss=-2.59, Synergy_Loewe=-10.3, Synergy_HSA=-0.829. Drug 1: C1CCN(CC1)CCOC2=CC=C(C=C2)C(=O)C3=C(SC4=C3C=CC(=C4)O)C5=CC=C(C=C5)O. Cell line: SNB-75. Drug 2: CC1C(C(=O)NC(C(=O)N2CCCC2C(=O)N(CC(=O)N(C(C(=O)O1)C(C)C)C)C)C(C)C)NC(=O)C3=C4C(=C(C=C3)C)OC5=C(C(=O)C(=C(C5=N4)C(=O)NC6C(OC(=O)C(N(C(=O)CN(C(=O)C7CCCN7C(=O)C(NC6=O)C(C)C)C)C)C(C)C)C)N)C.